Predict which catalyst facilitates the given reaction. From a dataset of Catalyst prediction with 721,799 reactions and 888 catalyst types from USPTO. (1) Reactant: [C:1]([O:5][C:6]([NH:8][C@@H:9]([CH2:13]O)[C:10]([OH:12])=O)=[O:7])([CH3:4])([CH3:3])[CH3:2].CN(C(N(C)C)=[N+]1C2C(=NC=CC=2)[N+]([O-])=N1)C.F[P-](F)(F)(F)(F)F.[C:39]([C:43]1[CH:44]=[C:45]([NH2:50])[C:46]([NH2:49])=[CH:47][CH:48]=1)([CH3:42])([CH3:41])[CH3:40]. Product: [C:39]([C:43]1[CH:48]=[CH:47][C:46]2[NH:49][C:13]([C@@H:9]([NH:8][C:6](=[O:7])[O:5][C:1]([CH3:2])([CH3:3])[CH3:4])[CH2:10][OH:12])=[N:50][C:45]=2[CH:44]=1)([CH3:42])([CH3:40])[CH3:41]. The catalyst class is: 35. (2) Product: [CH2:6]([C:8]([C:11]1[CH:16]=[CH:15][C:14]([C:17]#[C:18][C:28]2([OH:35])[CH2:34][CH2:33][CH2:32][CH2:31][CH2:30][CH2:29]2)=[C:13]([CH3:19])[CH:12]=1)([C:20]1[CH:25]=[CH:24][C:23]([OH:26])=[C:22]([CH3:27])[CH:21]=1)[CH2:9][CH3:10])[CH3:7]. The catalyst class is: 7. Reactant: C([Li])CCC.[CH2:6]([C:8]([C:20]1[CH:25]=[CH:24][C:23]([OH:26])=[C:22]([CH3:27])[CH:21]=1)([C:11]1[CH:16]=[CH:15][C:14]([C:17]#[CH:18])=[C:13]([CH3:19])[CH:12]=1)[CH2:9][CH3:10])[CH3:7].[C:28]1(=[O:35])[CH2:34][CH2:33][CH2:32][CH2:31][CH2:30][CH2:29]1.[Cl-].[NH4+]. (3) The catalyst class is: 160. Product: [CH:15]1([NH:14][C:10]2[CH:9]=[C:8]([C:7]3[C:2]([NH:28][C:20]4[CH:21]=[C:22]([N+:25]([O-:27])=[O:26])[CH:23]=[CH:24][C:19]=4[CH3:18])=[N:3][CH:4]=[CH:5][CH:6]=3)[N:13]=[CH:12][N:11]=2)[CH2:17][CH2:16]1. Reactant: Cl[C:2]1[C:7]([C:8]2[N:13]=[CH:12][N:11]=[C:10]([NH:14][CH:15]3[CH2:17][CH2:16]3)[CH:9]=2)=[CH:6][CH:5]=[CH:4][N:3]=1.[CH3:18][C:19]1[CH:24]=[CH:23][C:22]([N+:25]([O-:27])=[O:26])=[CH:21][C:20]=1[NH2:28].CC(C)([O-])C.[K+]. (4) Product: [Br:15][C:11]1[CH:10]=[C:9]([CH:13]=[O:14])[N:8]([C:3]2[C:2]([Cl:1])=[CH:7][CH:6]=[CH:5][N:4]=2)[CH:12]=1. Reactant: [Cl:1][C:2]1[C:3]([N:8]2[CH:12]=[CH:11][CH:10]=[C:9]2[CH:13]=[O:14])=[N:4][CH:5]=[CH:6][CH:7]=1.[Br:15]N1C(=O)CCC1=O.O. The catalyst class is: 9. (5) The catalyst class is: 25. Product: [Cl:50][C:49]1[CH:48]=[CH:47][CH:46]=[CH:75][C:71]=1[CH2:72][N:1]1[CH:5]=[C:4]([NH:6][C:7]([C:9]2[C:17]3[C:12](=[CH:13][CH:14]=[CH:15][CH:16]=3)[N:11]([C:18]([C:19]3[CH:24]=[CH:23][CH:22]=[CH:21][CH:20]=3)([C:25]3[CH:26]=[CH:27][CH:28]=[CH:29][CH:30]=3)[C:31]3[CH:36]=[CH:35][CH:34]=[CH:33][CH:32]=3)[N:10]=2)=[O:8])[CH:3]=[N:2]1. Reactant: [NH:1]1[CH:5]=[C:4]([NH:6][C:7]([C:9]2[C:17]3[C:12](=[CH:13][CH:14]=[CH:15][CH:16]=3)[N:11]([C:18]([C:31]3[CH:36]=[CH:35][CH:34]=[CH:33][CH:32]=3)([C:25]3[CH:30]=[CH:29][CH:28]=[CH:27][CH:26]=3)[C:19]3[CH:24]=[CH:23][CH:22]=[CH:21][CH:20]=3)[N:10]=2)=[O:8])[CH:3]=[N:2]1.[CH2:46](P([CH2:46][CH2:47][CH2:48][CH3:49])[CH2:46][CH2:47][CH2:48][CH3:49])[CH2:47][CH2:48][CH3:49].[Cl:50]C1C=C(C=CC=1)CO.CN(C(N=NC(N(C)C)=O)=O)C.[CH2:71]1[CH2:75]OC[CH2:72]1. (6) Reactant: [N:1]1[CH:6]=[CH:5][CH:4]=[CH:3][C:2]=1[NH:7][C:8]1[CH:26]=[CH:25][C:11]([O:12][C:13]2[C:18]([C:19]3[CH2:23][CH2:22][CH:21]([OH:24])[CH:20]=3)=[CH:17][CH:16]=[CH:15][N:14]=2)=[CH:10][CH:9]=1. Product: [N:1]1[CH:6]=[CH:5][CH:4]=[CH:3][C:2]=1[NH:7][C:8]1[CH:9]=[CH:10][C:11]([O:12][C:13]2[C:18]([CH:19]3[CH2:23][CH2:22][CH:21]([OH:24])[CH2:20]3)=[CH:17][CH:16]=[CH:15][N:14]=2)=[CH:25][CH:26]=1. The catalyst class is: 312. (7) Reactant: C(O)(C(F)(F)F)=O.[OH:8][CH2:9][CH2:10][O:11][CH2:12][CH2:13][O:14][CH2:15][CH2:16][NH:17][C:18]([C:20]1[C:25]([O:26][CH3:27])=[CH:24][C:23]([NH:28]C(=O)OC(C)(C)C)=[CH:22][C:21]=1[O:36][CH3:37])=[O:19]. Product: [NH2:28][C:23]1[CH:22]=[C:21]([O:36][CH3:37])[C:20]([C:18]([NH:17][CH2:16][CH2:15][O:14][CH2:13][CH2:12][O:11][CH2:10][CH2:9][OH:8])=[O:19])=[C:25]([O:26][CH3:27])[CH:24]=1. The catalyst class is: 2.